From a dataset of Catalyst prediction with 721,799 reactions and 888 catalyst types from USPTO. Predict which catalyst facilitates the given reaction. (1) Reactant: C(OC(=O)[NH:7][CH:8]1[CH2:13][CH2:12][N:11]([C:14]2[CH:19]=[C:18]([C:20]#[N:21])[CH:17]=[C:16]([NH:22][C:23]3[N:28]=[C:27]([N:29]([CH:39]4[CH2:41][CH2:40]4)CC4C=CC(OC)=CC=4)[C:26]4=[N:42][CH:43]=[C:44]([C:45]#[N:46])[N:25]4[N:24]=3)[C:15]=2[Cl:47])[CH2:10][CH2:9]1)(C)(C)C.C1(OC)C=CC=CC=1.FC(F)(F)C(O)=O. Product: [NH2:7][CH:8]1[CH2:9][CH2:10][N:11]([C:14]2[C:15]([Cl:47])=[C:16]([NH:22][C:23]3[N:28]=[C:27]([NH:29][CH:39]4[CH2:41][CH2:40]4)[C:26]4=[N:42][CH:43]=[C:44]([C:45]#[N:46])[N:25]4[N:24]=3)[CH:17]=[C:18]([C:20]#[N:21])[CH:19]=2)[CH2:12][CH2:13]1. The catalyst class is: 4. (2) Reactant: [CH2:1]([O:8][C:9]1[CH:18]=[CH:17][C:16]([C:19](=[O:25])[CH:20](OCC)O)=[CH:15][C:10]=1[C:11]([O:13][CH3:14])=[O:12])[C:2]1[CH:7]=[CH:6][CH:5]=[CH:4][CH:3]=1.[CH3:26][C:27]([NH2:36])([CH3:35])[CH2:28][CH2:29][N:30]1[CH:34]=[N:33][CH:32]=[N:31]1.C(O)(=O)C(O)=O. Product: [CH2:1]([O:8][C:9]1[CH:18]=[CH:17][C:16]([CH:19]([OH:25])[CH2:20][NH:36][C:27]([CH3:35])([CH3:26])[CH2:28][CH2:29][N:30]2[CH:34]=[N:33][CH:32]=[N:31]2)=[CH:15][C:10]=1[C:11]([O:13][CH3:14])=[O:12])[C:2]1[CH:3]=[CH:4][CH:5]=[CH:6][CH:7]=1. The catalyst class is: 8. (3) Reactant: [Cl:1][C:2]1[CH:3]=[C:4](/[C:9](/[C:27]([F:30])([F:29])[F:28])=[CH:10]/[C:11]([C:13]2[CH:25]=[CH:24][C:16]([C:17]([O:19][C:20]([CH3:23])([CH3:22])[CH3:21])=[O:18])=[C:15]([CH3:26])[CH:14]=2)=[O:12])[CH:5]=[C:6]([Cl:8])[CH:7]=1.[SH:31][CH2:32][C:33]([O:35][CH3:36])=[O:34].N1CCCCC1. Product: [C:20]([O:19][C:17]([C:16]1[CH:24]=[CH:25][C:13]([C:11]2([OH:12])[CH2:10][C:9]([C:4]3[CH:3]=[C:2]([Cl:1])[CH:7]=[C:6]([Cl:8])[CH:5]=3)([C:27]([F:30])([F:28])[F:29])[S:31][CH:32]2[C:33]([O:35][CH3:36])=[O:34])=[CH:14][C:15]=1[CH3:26])=[O:18])([CH3:23])([CH3:22])[CH3:21]. The catalyst class is: 133. (4) Reactant: [CH3:1][O:2][C:3]1[CH:8]=[CH:7][C:6]([C:9](=[O:13])[CH2:10][C:11]#[N:12])=[CH:5][CH:4]=1.[CH2:14]([N:16]([CH2:21][CH3:22])[C:17](=[O:20])[CH2:18]Cl)[CH3:15].[Na+].[I-].[OH-].[Na+]. Product: [C:11]([CH:10]([C:9]([C:6]1[CH:5]=[CH:4][C:3]([O:2][CH3:1])=[CH:8][CH:7]=1)=[O:13])[CH2:18][C:17]([N:16]([CH2:21][CH3:22])[CH2:14][CH3:15])=[O:20])#[N:12]. The catalyst class is: 14. (5) Reactant: Cl[C:2]1[CH:7]=[CH:6][C:5]([N+:8]([O-:10])=[O:9])=[CH:4][N:3]=1.[NH2:11][CH2:12][CH2:13][C:14]1[CH:19]=[CH:18][CH:17]=[CH:16][N:15]=1.C(N(CC)CC)C.O. Product: [N+:8]([C:5]1[CH:6]=[CH:7][C:2]([NH:11][CH2:12][CH2:13][C:14]2[CH:19]=[CH:18][CH:17]=[CH:16][N:15]=2)=[N:3][CH:4]=1)([O-:10])=[O:9]. The catalyst class is: 9. (6) Reactant: [F:1][C:2]1[CH:7]=[CH:6][C:5]([C:8]2[N:9]=[C:10]3[CH:15]=[CH:14][C:13]([C:16]#[N:17])=[CH:12][N:11]3[CH:18]=2)=[CH:4][CH:3]=1.Cl.[NH2:20][OH:21].C(N(CC)CC)C. Product: [F:1][C:2]1[CH:3]=[CH:4][C:5]([C:8]2[N:9]=[C:10]3[CH:15]=[CH:14][C:13]([C:16]([NH:20][OH:21])=[NH:17])=[CH:12][N:11]3[CH:18]=2)=[CH:6][CH:7]=1. The catalyst class is: 32. (7) Reactant: [CH3:1][C:2]1[CH:11]=[C:10]([CH3:12])[C:9]([C:13]2[NH:17][C:16]3[CH2:18][O:19][CH:20]([CH3:22])[CH2:21][C:15]=3[N:14]=2)=[CH:8][C:3]=1[C:4]([O:6]C)=[O:5].[OH-].[Li+]. Product: [CH3:1][C:2]1[CH:11]=[C:10]([CH3:12])[C:9]([C:13]2[NH:17][C:16]3[CH2:18][O:19][CH:20]([CH3:22])[CH2:21][C:15]=3[N:14]=2)=[CH:8][C:3]=1[C:4]([OH:6])=[O:5]. The catalyst class is: 24. (8) Reactant: [H-].[Al+3].[Li+].[H-].[H-].[H-].[O:7]=[C:8]1[CH:16]([CH2:17][CH2:18][C:19](OC)=[O:20])[C:15]2[C:10](=[CH:11][CH:12]=[CH:13][CH:14]=2)[NH:9]1. Product: [OH:20][CH2:19][CH2:18][CH2:17][CH:16]1[C:15]2[C:10](=[CH:11][CH:12]=[CH:13][CH:14]=2)[NH:9][C:8]1=[O:7]. The catalyst class is: 7.